This data is from Forward reaction prediction with 1.9M reactions from USPTO patents (1976-2016). The task is: Predict the product of the given reaction. (1) Given the reactants [CH3:1][C:2]1[CH:3]=[C:4]([CH:7]=[C:8]([CH3:11])[C:9]=1[OH:10])[CH:5]=O.Br[CH2:13][CH2:14][N:15]1C(=O)C2=CC=CC=C2C1=O.C([O-])([O-])=O.[K+].[K+].[Na+].[I-].CCOCC.[NH2:39][C:40]1[CH:48]=[C:47]([O:49][CH3:50])[CH:46]=[C:45]([O:51][CH3:52])[C:41]=1[C:42]([NH2:44])=[O:43].OS([O-])=O.[Na+].CC1C=CC(S(O)(=O)=O)=CC=1.O, predict the reaction product. The product is: [NH2:15][CH2:14][CH2:13][O:10][C:9]1[C:2]([CH3:1])=[CH:3][C:4]([C:5]2[NH:44][C:42](=[O:43])[C:41]3[C:40](=[CH:48][C:47]([O:49][CH3:50])=[CH:46][C:45]=3[O:51][CH3:52])[N:39]=2)=[CH:7][C:8]=1[CH3:11]. (2) Given the reactants [CH3:1][O:2][C:3]1[CH:8]=[CH:7][C:6]([C:9]2[C:22]3[CH2:21][CH2:20][C:19]4[CH:23]=[CH:24][CH:25]=[CH:26][C:18]=4[C:17]=3[N:16]=[C:15]3[C:10]=2[CH2:11][CH2:12][C:13]2[CH:30]=[CH:29][CH:28]=[CH:27][C:14]=23)=[CH:5][CH:4]=1.ClC1C(=O)C(C#N)=C(C#N)C(=O)C=1Cl, predict the reaction product. The product is: [CH3:1][O:2][C:3]1[CH:8]=[CH:7][C:6]([C:9]2[C:22]3[CH:21]=[CH:20][C:19]4[CH:23]=[CH:24][CH:25]=[CH:26][C:18]=4[C:17]=3[N:16]=[C:15]3[C:10]=2[CH:11]=[CH:12][C:13]2[CH:30]=[CH:29][CH:28]=[CH:27][C:14]=23)=[CH:5][CH:4]=1. (3) Given the reactants Cl.[CH2:2]([O:4][C:5](=[O:10])[C@H:6]([CH2:8][SH:9])[NH2:7])[CH3:3].C[O-].[Na+], predict the reaction product. The product is: [CH2:2]([O:4][C:5](=[O:10])[C@H:6]([CH2:8][SH:9])[NH2:7])[CH3:3].